Dataset: Forward reaction prediction with 1.9M reactions from USPTO patents (1976-2016). Task: Predict the product of the given reaction. Given the reactants [C:1]1([CH:7]2[CH2:11][CH2:10][NH:9][CH2:8]2)[CH:6]=[CH:5][CH:4]=[CH:3][CH:2]=1.[C:12](Cl)(=[O:18])[CH2:13][CH2:14][CH2:15][CH2:16][CH3:17].C(N(CC)CC)C, predict the reaction product. The product is: [C:1]1([CH:7]2[CH2:11][CH2:10][N:9]([C:12](=[O:18])[CH2:13][CH2:14][CH2:15][CH2:16][CH3:17])[CH2:8]2)[CH:6]=[CH:5][CH:4]=[CH:3][CH:2]=1.